This data is from Full USPTO retrosynthesis dataset with 1.9M reactions from patents (1976-2016). The task is: Predict the reactants needed to synthesize the given product. (1) The reactants are: [NH2:1][C:2]1[CH:7]=[CH:6][C:5]([C:8]2[C:9]([NH2:24])=[N:10][C:11]([NH2:23])=[N:12][C:13]=2[CH2:14][O:15][CH2:16][C:17]2[CH:22]=[CH:21][CH:20]=[CH:19][CH:18]=2)=[CH:4][CH:3]=1.CN(C=O)C.[CH2:30]([O:34][C:35](Cl)=[O:36])[CH:31]([CH3:33])[CH3:32]. Given the product [NH2:23][C:11]1[N:10]=[C:9]([NH2:24])[C:8]([C:5]2[CH:6]=[CH:7][C:2]([NH:1][C:35](=[O:36])[O:34][CH2:30][CH:31]([CH3:33])[CH3:32])=[CH:3][CH:4]=2)=[C:13]([CH2:14][O:15][CH2:16][C:17]2[CH:22]=[CH:21][CH:20]=[CH:19][CH:18]=2)[N:12]=1, predict the reactants needed to synthesize it. (2) The reactants are: B(O)O.Br[C:5]1[N:12]=[CH:11][CH:10]=[CH:9][C:6]=1[CH:7]=[O:8].[O:13]1[CH:17]=[CH:16][CH:15]=[C:14]1B(O)O. Given the product [O:13]1[CH:17]=[CH:16][CH:15]=[C:14]1[C:5]1[N:12]=[CH:11][CH:10]=[CH:9][C:6]=1[CH:7]=[O:8], predict the reactants needed to synthesize it. (3) Given the product [C:4]([C:6]1[CH:7]=[C:8]([CH2:14][N:15]2[CH2:16][CH2:17][CH:18](/[CH:21]=[CH:22]/[C:23]3[CH:28]=[CH:27][CH:26]=[CH:25][C:24]=3[F:29])[CH2:19][CH2:20]2)[C:9](=[O:12])[NH:10][CH:11]=1)#[N:5], predict the reactants needed to synthesize it. The reactants are: C(#N)C.[C:4]([C:6]1[CH:7]=[C:8]([CH2:14][N:15]2[CH2:20][CH2:19][CH:18](/[CH:21]=[CH:22]/[C:23]3[CH:28]=[CH:27][CH:26]=[CH:25][C:24]=3[F:29])[CH2:17][CH2:16]2)[C:9]([O:12]C)=[N:10][CH:11]=1)#[N:5].[I-].[Na+].Cl[Si](C)(C)C. (4) Given the product [F:33][C:34]1[C:42]([F:43])=[CH:41][CH:40]=[C:39]2[C:35]=1[CH2:36][CH2:37][N:38]2[C:9]([C:6]1[C:55]([C:56]#[N:67])=[CH:54][N:59]=[C:4]([N:12]2[CH2:17][CH2:16][CH:15]([N:18]3[CH2:24][CH2:23][C:22]4[CH:25]=[C:26]([O:29][CH3:30])[CH:27]=[CH:28][C:21]=4[NH:20][C:19]3=[O:31])[CH2:14][CH2:13]2)[CH:5]=1)=[O:10], predict the reactants needed to synthesize it. The reactants are: C(C1[C:4]([N:12]2[CH2:17][CH2:16][CH:15]([N:18]3[CH2:24][CH2:23][C:22]4[CH:25]=[C:26]([O:29][CH3:30])[CH:27]=[CH:28][C:21]=4[NH:20][C:19]3=[O:31])[CH2:14][CH2:13]2)=[CH:5][C:6]([C:9](O)=[O:10])=NC=1)#N.Cl.[F:33][C:34]1[C:42]([F:43])=[CH:41][CH:40]=[C:39]2[C:35]=1[CH2:36][CH2:37][NH:38]2.CN(C(O[N:59]1N=[N:59][C:54]2[CH:55]=[CH:56][CH:56]=[CH:55][C:54]1=2)=[N+](C)C)C.[B-](F)(F)(F)F.C[N:67](C=O)C. (5) Given the product [CH2:1]([N:8]1[C:12](=[O:13])[CH:11]=[C:10]([C:17]2[CH:22]=[CH:21][C:20]([CH3:23])=[CH:19][CH:18]=2)[C:9]1=[O:15])[C:2]1[CH:7]=[CH:6][CH:5]=[CH:4][CH:3]=1, predict the reactants needed to synthesize it. The reactants are: [CH2:1]([N:8]1[C:12](=[O:13])[CH:11]=[C:10](Br)[C:9]1=[O:15])[C:2]1[CH:7]=[CH:6][CH:5]=[CH:4][CH:3]=1.B(O)(O)[C:17]1[CH:18]=[CH:19][C:20]([CH3:23])=[CH:21][CH:22]=1.[F-].[Cs+].